Dataset: Catalyst prediction with 721,799 reactions and 888 catalyst types from USPTO. Task: Predict which catalyst facilitates the given reaction. (1) Reactant: [F:1][C:2]1[CH:16]=[CH:15][C:5]([CH2:6][S:7]([CH2:9][C:10]([O:12]CC)=[O:11])=[O:8])=[CH:4][CH:3]=1.[OH-].[Na+]. Product: [F:1][C:2]1[CH:16]=[CH:15][C:5]([CH2:6][S:7]([CH2:9][C:10]([OH:12])=[O:11])=[O:8])=[CH:4][CH:3]=1. The catalyst class is: 36. (2) Reactant: [C:1]([C:5]1[N:10]=[C:9]([CH2:11][CH2:12][O:13]C)[CH:8]=[C:7]([N:15]2[CH2:20][CH2:19][NH:18][CH2:17][CH2:16]2)[N:6]=1)([CH3:4])([CH3:3])[CH3:2].B(Br)(Br)Br. Product: [C:1]([C:5]1[N:10]=[C:9]([CH2:11][CH2:12][OH:13])[CH:8]=[C:7]([N:15]2[CH2:16][CH2:17][NH:18][CH2:19][CH2:20]2)[N:6]=1)([CH3:4])([CH3:2])[CH3:3]. The catalyst class is: 2. (3) Reactant: I[CH2:2][CH3:3].C(=O)([O-])[O-].[K+].[K+].[Br:10][C:11]1[C:21]([OH:22])=[CH:20][C:14]([C:15]([O:17][CH2:18][CH3:19])=[O:16])=[CH:13][C:12]=1[OH:23].CN(C=O)C. Product: [Br:10][C:11]1[C:12]([OH:23])=[CH:13][C:14]([C:15]([O:17][CH2:18][CH3:19])=[O:16])=[CH:20][C:21]=1[O:22][CH2:2][CH3:3]. The catalyst class is: 84. (4) The catalyst class is: 19. Reactant: [C:1]([O:5][C:6](=[O:44])[NH:7][C:8]([N:17]1[CH2:22][CH2:21][CH:20]([O:23][NH:24][C:25]([C@@H:27]2[CH2:33][CH2:32][C@@H:31]3[CH2:34][N:28]2[C:29](=[O:43])[N:30]3[O:35]CC2C=CC=CC=2)=[O:26])[CH2:19][CH2:18]1)=[N:9][C:10](=[O:16])[O:11][C:12]([CH3:15])([CH3:14])[CH3:13])([CH3:4])([CH3:3])[CH3:2]. Product: [C:12]([O:11][C:10](=[O:16])[NH:9][C:8]([N:17]1[CH2:18][CH2:19][CH:20]([O:23][NH:24][C:25]([C@@H:27]2[CH2:33][CH2:32][C@@H:31]3[CH2:34][N:28]2[C:29](=[O:43])[N:30]3[OH:35])=[O:26])[CH2:21][CH2:22]1)=[N:7][C:6](=[O:44])[O:5][C:1]([CH3:4])([CH3:3])[CH3:2])([CH3:13])([CH3:14])[CH3:15].